From a dataset of NCI-60 drug combinations with 297,098 pairs across 59 cell lines. Regression. Given two drug SMILES strings and cell line genomic features, predict the synergy score measuring deviation from expected non-interaction effect. (1) Drug 1: C1=NC2=C(N=C(N=C2N1C3C(C(C(O3)CO)O)O)F)N. Drug 2: C1=CC=C(C=C1)NC(=O)CCCCCCC(=O)NO. Cell line: NCIH23. Synergy scores: CSS=13.3, Synergy_ZIP=-1.87, Synergy_Bliss=7.72, Synergy_Loewe=1.72, Synergy_HSA=4.19. (2) Drug 1: CN1CCC(CC1)COC2=C(C=C3C(=C2)N=CN=C3NC4=C(C=C(C=C4)Br)F)OC. Drug 2: CC1=C2C(C(=O)C3(C(CC4C(C3C(C(C2(C)C)(CC1OC(=O)C(C(C5=CC=CC=C5)NC(=O)OC(C)(C)C)O)O)OC(=O)C6=CC=CC=C6)(CO4)OC(=O)C)OC)C)OC. Cell line: TK-10. Synergy scores: CSS=61.1, Synergy_ZIP=7.11, Synergy_Bliss=7.25, Synergy_Loewe=6.42, Synergy_HSA=12.9. (3) Drug 1: CC1C(C(CC(O1)OC2CC(CC3=C2C(=C4C(=C3O)C(=O)C5=C(C4=O)C(=CC=C5)OC)O)(C(=O)C)O)N)O.Cl. Drug 2: CC1=C2C(C(=O)C3(C(CC4C(C3C(C(C2(C)C)(CC1OC(=O)C(C(C5=CC=CC=C5)NC(=O)OC(C)(C)C)O)O)OC(=O)C6=CC=CC=C6)(CO4)OC(=O)C)O)C)O. Cell line: KM12. Synergy scores: CSS=20.9, Synergy_ZIP=-10.2, Synergy_Bliss=-9.04, Synergy_Loewe=-7.06, Synergy_HSA=-5.49. (4) Drug 1: CCN(CC)CCNC(=O)C1=C(NC(=C1C)C=C2C3=C(C=CC(=C3)F)NC2=O)C. Drug 2: CCC1=C2CN3C(=CC4=C(C3=O)COC(=O)C4(CC)O)C2=NC5=C1C=C(C=C5)O. Cell line: NCI-H460. Synergy scores: CSS=62.5, Synergy_ZIP=15.5, Synergy_Bliss=17.3, Synergy_Loewe=21.7, Synergy_HSA=23.3. (5) Drug 1: C1=NC2=C(N=C(N=C2N1C3C(C(C(O3)CO)O)O)F)N. Drug 2: COCCOC1=C(C=C2C(=C1)C(=NC=N2)NC3=CC=CC(=C3)C#C)OCCOC.Cl. Cell line: U251. Synergy scores: CSS=2.47, Synergy_ZIP=-0.281, Synergy_Bliss=-2.52, Synergy_Loewe=-1.11, Synergy_HSA=-2.41.